Dataset: Forward reaction prediction with 1.9M reactions from USPTO patents (1976-2016). Task: Predict the product of the given reaction. (1) Given the reactants C([O:3][C:4]([C:6]1[CH:10]=[C:9]([CH3:11])[N:8]([C:12]2[CH:17]=[CH:16][CH:15]=[C:14]([Br:18])[CH:13]=2)[C:7]=1[C:19]1[CH:24]=[CH:23][CH:22]=[CH:21][CH:20]=1)=[O:5])C.[OH-].[Li+], predict the reaction product. The product is: [Br:18][C:14]1[CH:13]=[C:12]([N:8]2[C:9]([CH3:11])=[CH:10][C:6]([C:4]([OH:5])=[O:3])=[C:7]2[C:19]2[CH:20]=[CH:21][CH:22]=[CH:23][CH:24]=2)[CH:17]=[CH:16][CH:15]=1. (2) Given the reactants [C:1](N1C=CN=C1)(N1C=CN=C1)=[O:2].[F:13][C:14]1[CH:39]=[CH:38][CH:37]=[CH:36][C:15]=1[NH:16][C:17]1[CH:33]=[C:32]([F:34])[C:31]([F:35])=[CH:30][C:18]=1[C:19]([NH:21][O:22][CH2:23][C:24]1[CH:29]=[CH:28][CH:27]=[CH:26][CH:25]=1)=[O:20], predict the reaction product. The product is: [F:13][C:14]1[CH:39]=[CH:38][CH:37]=[CH:36][C:15]=1[N:16]1[C:17]2[C:18](=[CH:30][C:31]([F:35])=[C:32]([F:34])[CH:33]=2)[C:19](=[O:20])[N:21]([O:22][CH2:23][C:24]2[CH:25]=[CH:26][CH:27]=[CH:28][CH:29]=2)[C:1]1=[O:2]. (3) Given the reactants [C:1]1([N:7]=[C:8]=[O:9])[CH:6]=[CH:5][CH:4]=[CH:3][CH:2]=1.[SH:10][C:11]1[NH:12][C:13]2[CH:19]=[CH:18][CH:17]=[CH:16][C:14]=2[N:15]=1, predict the reaction product. The product is: [C:1]1([NH:7][C:8]([N:12]2[C:13]3[CH:19]=[CH:18][CH:17]=[CH:16][C:14]=3[NH:15][C:11]2=[S:10])=[O:9])[CH:6]=[CH:5][CH:4]=[CH:3][CH:2]=1. (4) Given the reactants [CH3:1][O:2][C:3]1[CH:15]=[C:14]2[C:6]([C:7]3[CH2:8][CH2:9][C:10]([CH3:21])([CH3:20])[CH2:11][C:12]=3[N:13]2[CH2:16][C:17](O)=[O:18])=[CH:5][CH:4]=1.C1C=CC2N(O)N=NC=2C=1.[CH2:32]([NH:36][CH2:37][CH2:38][CH2:39][CH3:40])[CH2:33][CH2:34][CH3:35], predict the reaction product. The product is: [CH2:32]([N:36]([CH2:37][CH2:38][CH2:39][CH3:40])[C:17](=[O:18])[CH2:16][N:13]1[C:12]2[CH2:11][C:10]([CH3:20])([CH3:21])[CH2:9][CH2:8][C:7]=2[C:6]2[C:14]1=[CH:15][C:3]([O:2][CH3:1])=[CH:4][CH:5]=2)[CH2:33][CH2:34][CH3:35].